This data is from Full USPTO retrosynthesis dataset with 1.9M reactions from patents (1976-2016). The task is: Predict the reactants needed to synthesize the given product. (1) Given the product [CH2:1]([N:8]1[CH2:13][CH2:12][N:11]([C:15]2[CH:20]=[CH:19][C:18]([N+:21]([O-:23])=[O:22])=[CH:17][CH:16]=2)[CH2:10][CH2:9]1)[C:2]1[CH:3]=[CH:4][CH:5]=[CH:6][CH:7]=1, predict the reactants needed to synthesize it. The reactants are: [CH2:1]([N:8]1[CH2:13][CH2:12][NH:11][CH2:10][CH2:9]1)[C:2]1[CH:7]=[CH:6][CH:5]=[CH:4][CH:3]=1.F[C:15]1[CH:20]=[CH:19][C:18]([N+:21]([O-:23])=[O:22])=[CH:17][CH:16]=1.C([O-])([O-])=O.[K+].[K+]. (2) Given the product [CH3:15][O:16][C:17]1[CH:18]=[C:19]2[C:24](=[CH:25][C:26]=1[O:27][CH3:28])[N:23]=[CH:22][N:21]=[C:20]2[N:29]1[CH2:30][CH2:31][N:32]([C:38]([NH:11][C:3]2[CH:4]=[N:5][CH:6]=[CH:7][CH:8]=2)=[O:37])[CH2:33][CH2:34]1, predict the reactants needed to synthesize it. The reactants are: Cl.C(Cl)(=O)[C:3]1[CH:8]=[CH:7][CH:6]=[N:5][CH:4]=1.[N-:11]=[N+]=[N-].[Na+].[CH3:15][O:16][C:17]1[CH:18]=[C:19]2[C:24](=[CH:25][C:26]=1[O:27][CH3:28])[N:23]=[CH:22][N:21]=[C:20]2[N:29]1[CH2:34][CH2:33][NH:32][CH2:31][CH2:30]1.C([O:37][CH2:38]C)C. (3) The reactants are: [F:1][C:2]1[CH:7]=[CH:6][C:5]([C:8]2[C:17](=O)[NH:16][C:15]3[C:10](=[CH:11][CH:12]=[C:13]([C:19]([O:21][CH3:22])=[O:20])[CH:14]=3)[N:9]=2)=[CH:4][CH:3]=1.P(Cl)(Cl)([Cl:25])=O. Given the product [Cl:25][C:17]1[C:8]([C:5]2[CH:6]=[CH:7][C:2]([F:1])=[CH:3][CH:4]=2)=[N:9][C:10]2[C:15]([N:16]=1)=[CH:14][C:13]([C:19]([O:21][CH3:22])=[O:20])=[CH:12][CH:11]=2, predict the reactants needed to synthesize it. (4) Given the product [F:2][C:3]1[CH:8]=[CH:7][C:6]([NH:9][C:10]2[CH:15]=[CH:14][N:13]=[C:12]([NH:16][C:17]3[CH:18]=[CH:19][C:20]([S:23]([N:26]([CH3:33])[CH:27]4[CH2:32][CH2:31][N:30]([CH2:37][CH2:36][CH:35]([CH3:39])[CH3:34])[CH2:29][CH2:28]4)(=[O:24])=[O:25])=[CH:21][CH:22]=3)[N:11]=2)=[CH:5][CH:4]=1, predict the reactants needed to synthesize it. The reactants are: Cl.[F:2][C:3]1[CH:8]=[CH:7][C:6]([NH:9][C:10]2[CH:15]=[CH:14][N:13]=[C:12]([NH:16][C:17]3[CH:22]=[CH:21][C:20]([S:23]([N:26]([CH3:33])[CH:27]4[CH2:32][CH2:31][NH:30][CH2:29][CH2:28]4)(=[O:25])=[O:24])=[CH:19][CH:18]=3)[N:11]=2)=[CH:5][CH:4]=1.[CH3:34][CH:35]([CH3:39])[CH2:36][CH:37]=O. (5) Given the product [CH2:38]([N:40]([CH2:41][CH3:42])[CH2:26][CH2:25][CH2:24][O:23][C:20]1[CH:21]=[C:22]2[C:17](=[CH:18][CH:19]=1)[NH:16][N:15]=[C:14]2[S:11]([C:1]1[C:10]2[C:9](=[CH:47][CH:43]=[CH:44][CH:45]=2)[CH:8]=[CH:3][CH:2]=1)(=[O:13])=[O:12])[CH3:39], predict the reactants needed to synthesize it. The reactants are: [C:1]1([S:11]([C:14]2[C:22]3[C:17](=[CH:18][CH:19]=[C:20]([O:23][CH2:24][CH2:25][CH2:26]OS(C4C=CC(C)=CC=4)(=O)=O)[CH:21]=3)[NH:16][N:15]=2)(=[O:13])=[O:12])[C:10]2C(=CC=[CH:8][CH:9]=2)C=[CH:3][CH:2]=1.[CH2:38]([NH:40][CH2:41][CH3:42])[CH3:39].[CH2:43]1[CH2:47]O[CH2:45][CH2:44]1. (6) Given the product [Br:1][C:2]1[CH:3]=[C:4]([CH:20]=[CH:21][CH:22]=1)[CH2:5][C:6]1[CH:7]=[C:8]([C:11]([C:13]2[C:14]([Cl:19])=[N:15][CH:16]=[N:17][CH:18]=2)=[O:12])[S:9][CH:10]=1, predict the reactants needed to synthesize it. The reactants are: [Br:1][C:2]1[CH:3]=[C:4]([CH:20]=[CH:21][CH:22]=1)[CH2:5][C:6]1[CH:7]=[C:8]([CH:11]([C:13]2[C:14]([Cl:19])=[N:15][CH:16]=[N:17][CH:18]=2)[OH:12])[S:9][CH:10]=1.CC(OI1(OC(C)=O)(OC(C)=O)OC(=O)C2C=CC=CC1=2)=O.